This data is from Catalyst prediction with 721,799 reactions and 888 catalyst types from USPTO. The task is: Predict which catalyst facilitates the given reaction. (1) Reactant: Cl[C:2]1[N:7]=[C:6]([NH:8][CH2:9][C:10]#[CH:11])[N:5]=[C:4]([N:12]([CH3:15])[O:13][CH3:14])[N:3]=1.[CH2:16]([NH2:19])[CH:17]=[CH2:18].C([O-])(O)=O.[Na+]. Product: [CH2:16]([NH:19][C:2]1[N:7]=[C:6]([NH:8][CH2:9][C:10]#[CH:11])[N:5]=[C:4]([N:12]([CH3:15])[O:13][CH3:14])[N:3]=1)[CH:17]=[CH2:18]. The catalyst class is: 12. (2) Reactant: [CH2:1]([C:3]1([C:36]([O:38]CC)=[O:37])[CH2:8][CH2:7][N:6]([C:9]2[N:14]=[CH:13][C:12]([C:15]3[CH:29]=[C:28]([C:30]4[CH:35]=[CH:34][CH:33]=[CH:32][N:31]=4)[C:18]4[NH:19][C:20]([NH:22][C:23]([NH:25][CH2:26][CH3:27])=[O:24])=[N:21][C:17]=4[CH:16]=3)=[CH:11][N:10]=2)[CH2:5][CH2:4]1)[CH3:2].CC(C)([O-])C.[K+].O. Product: [CH2:1]([C:3]1([C:36]([OH:38])=[O:37])[CH2:8][CH2:7][N:6]([C:9]2[N:10]=[CH:11][C:12]([C:15]3[CH:29]=[C:28]([C:30]4[CH:35]=[CH:34][CH:33]=[CH:32][N:31]=4)[C:18]4[NH:19][C:20]([NH:22][C:23]([NH:25][CH2:26][CH3:27])=[O:24])=[N:21][C:17]=4[CH:16]=3)=[CH:13][N:14]=2)[CH2:5][CH2:4]1)[CH3:2]. The catalyst class is: 16. (3) Product: [CH3:1][O:2][C:3]1[CH:4]=[CH:5][C:6]2[C:10]([O:11][C:12]3[CH:13]=[CH:14][C:15]([O:16][CH2:17][CH2:18][N:19]4[CH2:24][CH2:23][CH2:22][CH2:21][CH2:20]4)=[CH:25][CH:26]=3)=[CH:9][S:8][C:7]=2[CH:29]=1. Reactant: [CH3:1][O:2][C:3]1[CH:4]=[CH:5][C:6]2[C:10]([O:11][C:12]3[CH:26]=[CH:25][C:15]([O:16][CH2:17][CH2:18][N:19]4[CH2:24][CH2:23][CH2:22][CH2:21][CH2:20]4)=[CH:14][CH:13]=3)=[CH:9][S:8](=O)(=O)[C:7]=2[CH:29]=1.[H-].C([Al+]CC(C)C)C(C)C.C(C(C(C([O-])=O)O)O)([O-])=O.[K+].[Na+]. The catalyst class is: 155. (4) Reactant: Br[C:2]1[CH:3]=[C:4]2[C:9](=[CH:10][CH:11]=1)[C:8](=[O:12])[NH:7][N:6]=[C:5]2[Cl:13].Cl.[S:15]1[CH:19]=[CH:18][CH:17]=[C:16]1[C:20]1[CH:27]=[CH:26][CH:25]=[CH:24][C:21]=1[CH2:22][NH2:23].C1C=CC(P(C2C(C3C(P(C4C=CC=CC=4)C4C=CC=CC=4)=CC=C4C=3C=CC=C4)=C3C(C=CC=C3)=CC=2)C2C=CC=CC=2)=CC=1.CC([O-])(C)C.[Na+]. Product: [Cl:13][C:5]1[C:4]2[C:9](=[CH:10][CH:11]=[C:2]([NH:23][CH2:22][C:21]3[CH:24]=[CH:25][CH:26]=[CH:27][C:20]=3[C:16]3[S:15][CH:19]=[CH:18][CH:17]=3)[CH:3]=2)[C:8](=[O:12])[NH:7][N:6]=1. The catalyst class is: 686. (5) Reactant: C[O:2][C:3](=[O:30])[CH2:4][N:5]([S:16]([C:19]1[CH:24]=[CH:23][C:22]([O:25][CH2:26][CH:27]2[CH2:29][CH2:28]2)=[CH:21][CH:20]=1)(=[O:18])=[O:17])[CH2:6][C:7]1[CH:12]=[CH:11][C:10]([N:13]([CH3:15])[CH3:14])=[CH:9][CH:8]=1.O.[OH-].[Li+].O.Cl. Product: [CH:27]1([CH2:26][O:25][C:22]2[CH:21]=[CH:20][C:19]([S:16]([N:5]([CH2:4][C:3]([OH:30])=[O:2])[CH2:6][C:7]3[CH:8]=[CH:9][C:10]([N:13]([CH3:15])[CH3:14])=[CH:11][CH:12]=3)(=[O:18])=[O:17])=[CH:24][CH:23]=2)[CH2:29][CH2:28]1. The catalyst class is: 1. (6) Reactant: [NH:1]1[C:5]2[CH:6]=[CH:7][CH:8]=[CH:9][C:4]=2[N:3]=[N:2]1.[H-].[Na+].Br[CH2:13][C:14]1[CH:19]=[CH:18][C:17]([C:20]2[CH:24]=[C:23]([C:25]([NH2:27])=[O:26])[O:22][N:21]=2)=[CH:16][CH:15]=1.O. Product: [N:1]1([CH2:13][C:14]2[CH:15]=[CH:16][C:17]([C:20]3[CH:24]=[C:23]([C:25]([NH2:27])=[O:26])[O:22][N:21]=3)=[CH:18][CH:19]=2)[C:5]2[CH:6]=[CH:7][CH:8]=[CH:9][C:4]=2[N:3]=[N:2]1. The catalyst class is: 3.